Dataset: Catalyst prediction with 721,799 reactions and 888 catalyst types from USPTO. Task: Predict which catalyst facilitates the given reaction. (1) Reactant: O.O.O.O.C([O-])(=[O:7])C.[Mn+2:9].C([O-])(=O)C.[C:14]([OH:20])(=[O:19])[CH2:15][C:16]([OH:18])=[O:17]. Product: [OH2:7].[C:14]([O-:20])(=[O:19])[CH2:15][C:16]([O-:18])=[O:17].[Mn+2:9]. The catalyst class is: 6. (2) Product: [F:2][C:3]1[CH:16]=[CH:15][CH:14]=[C:13]2[C:4]=1[C:5](=[O:17])[O:6][C:7]12[CH2:12][CH2:11][N:10]([C:31]([NH:30][C:27]2[N:26]=[CH:25][C:24]([C:18]3[CH:19]=[CH:20][CH:21]=[CH:22][CH:23]=3)=[CH:29][N:28]=2)=[O:32])[CH2:9][CH2:8]1. Reactant: Cl.[F:2][C:3]1[CH:16]=[CH:15][CH:14]=[C:13]2[C:4]=1[C:5](=[O:17])[O:6][C:7]12[CH2:12][CH2:11][NH:10][CH2:9][CH2:8]1.[C:18]1([C:24]2[CH:25]=[N:26][C:27]([NH:30][C:31](=O)[O:32]C3C=CC=CC=3)=[N:28][CH:29]=2)[CH:23]=[CH:22][CH:21]=[CH:20][CH:19]=1.C(N(CC)CC)C. The catalyst class is: 22. (3) Reactant: [Br:1][CH2:2][CH2:3][CH2:4][CH2:5][CH2:6][CH2:7][CH2:8][CH2:9][CH2:10][CH2:11][CH2:12]O.N1C=CC=CC=1.S(Cl)([Cl:22])=O. Product: [Br:1][CH2:2][CH2:3][CH2:4][CH2:5][CH2:6][CH2:7][CH2:8][CH2:9][CH2:10][CH2:11][CH2:12][Cl:22]. The catalyst class is: 6. (4) Reactant: Br[C:2]1[CH:7]=[CH:6][CH:5]=[CH:4][N:3]=1.[Li]CCCC.[F:13][C:14]([F:32])([F:31])[C:15]1[CH:20]=[CH:19][N:18]=[C:17]([C:21]2([C:29]#N)[CH2:24][C:23]3([O:28][CH2:27][CH2:26][O:25]3)[CH2:22]2)[CH:16]=1.Cl.[OH-:34].[Na+]. Product: [N:3]1[CH:4]=[CH:5][CH:6]=[CH:7][C:2]=1[C:29]([C:21]1([C:17]2[CH:16]=[C:15]([C:14]([F:32])([F:31])[F:13])[CH:20]=[CH:19][N:18]=2)[CH2:24][C:23]2([O:28][CH2:27][CH2:26][O:25]2)[CH2:22]1)=[O:34]. The catalyst class is: 28. (5) Reactant: [Br:1][C:2]1[CH:15]=[C:14]2[C:5]([O:6][C:7]3[C:8]([F:24])=[CH:9][C:10]([O:22][CH3:23])=[CH:11][C:12]=3[C:13]2([C:17]2[NH:18][CH:19]=[CH:20][N:21]=2)Cl)=[CH:4][CH:3]=1.[N:25]#[C:26][NH2:27]. Product: [Br:1][C:2]1[CH:15]=[C:14]2[C:5]([O:6][C:7]3[C:8]([F:24])=[CH:9][C:10]([O:22][CH3:23])=[CH:11][C:12]=3[C:13]32[C:17]2=[N:18][CH:19]=[CH:20][N:21]2[C:26]([NH2:27])=[N:25]3)=[CH:4][CH:3]=1. The catalyst class is: 12. (6) Reactant: Cl.CCOC(C)=O.C(OC([NH:15][C@@H:16]([CH2:41][OH:42])[C:17]([NH:19][C@@H:20]([C@H:31]([OH:40])[C:32]1[CH:37]=[CH:36][C:35]([O:38][CH3:39])=[CH:34][CH:33]=1)[C:21]([O:23][CH2:24][C:25]1[CH:30]=[CH:29][CH:28]=[CH:27][CH:26]=1)=[O:22])=[O:18])=O)(C)(C)C. Product: [NH2:15][C@@H:16]([CH2:41][OH:42])[C:17]([NH:19][C@@H:20]([C@H:31]([OH:40])[C:32]1[CH:37]=[CH:36][C:35]([O:38][CH3:39])=[CH:34][CH:33]=1)[C:21]([O:23][CH2:24][C:25]1[CH:30]=[CH:29][CH:28]=[CH:27][CH:26]=1)=[O:22])=[O:18]. The catalyst class is: 2. (7) Reactant: [N+:1]([C:4]1[CH:5]=[C:6]([CH2:10][C:11]([OH:13])=O)[CH:7]=[CH:8][CH:9]=1)([O-:3])=[O:2].C1N=CN(C(N2C=NC=C2)=O)C=1.C(N(CC)CC)C.Cl.[NH:34]1[CH2:37][CH:36]([OH:38])[CH2:35]1. Product: [OH:38][CH:36]1[CH2:37][N:34]([C:11](=[O:13])[CH2:10][C:6]2[CH:7]=[CH:8][CH:9]=[C:4]([N+:1]([O-:3])=[O:2])[CH:5]=2)[CH2:35]1. The catalyst class is: 1.